This data is from Reaction yield outcomes from USPTO patents with 853,638 reactions. The task is: Predict the reaction yield, written as a fraction of the theoretical maximum amount of product (1.0 means a 100% yield; for example, 0.34 means a 34% yield). (1) The reactants are [OH:1][C:2]1[CH:7]=[CH:6][C:5]([C:8]2[CH:9]=[C:10]3[C:15](=[CH:16][CH:17]=2)[N:14]=[C:13]([C:18]([O:20][CH3:21])=[O:19])[CH:12]=[CH:11]3)=[CH:4][CH:3]=1.C1(P(C2C=CC=CC=2)C2C=CC=CC=2)C=CC=CC=1.[CH:41]1([C:44]2[O:48][N:47]=[C:46]([C:49]3[C:54]([Cl:55])=[CH:53][N:52]=[CH:51][C:50]=3[Cl:56])[C:45]=2[CH2:57]O)[CH2:43][CH2:42]1.N(C(OC(C)C)=O)=NC(OC(C)C)=O. The catalyst is ClCCl. The product is [CH:41]1([C:44]2[O:48][N:47]=[C:46]([C:49]3[C:50]([Cl:56])=[CH:51][N:52]=[CH:53][C:54]=3[Cl:55])[C:45]=2[CH2:57][O:1][C:2]2[CH:7]=[CH:6][C:5]([C:8]3[CH:9]=[C:10]4[C:15](=[CH:16][CH:17]=3)[N:14]=[C:13]([C:18]([O:20][CH3:21])=[O:19])[CH:12]=[CH:11]4)=[CH:4][CH:3]=2)[CH2:43][CH2:42]1. The yield is 0.440. (2) The reactants are [NH2:1][CH2:2][CH2:3][CH2:4][S:5]([NH2:8])(=[O:7])=[O:6].[Cl:9][C:10]1[CH:15]=[CH:14][C:13]([C:16](=O)[C:17]2[CH:22]=[C:21]([F:23])[CH:20]=[CH:19][C:18]=2[OH:24])=[CH:12][CH:11]=1. The catalyst is CO. The product is [Cl:9][C:10]1[CH:11]=[CH:12][C:13](/[C:16](=[N:1]\[CH2:2][CH2:3][CH2:4][S:5]([NH2:8])(=[O:7])=[O:6])/[C:17]2[CH:22]=[C:21]([F:23])[CH:20]=[CH:19][C:18]=2[OH:24])=[CH:14][CH:15]=1. The yield is 0.510.